Dataset: Full USPTO retrosynthesis dataset with 1.9M reactions from patents (1976-2016). Task: Predict the reactants needed to synthesize the given product. Given the product [CH3:11][O:7][C:6](=[O:8])[C:5]1[CH:9]=[CH:10][C:2]([Br:1])=[CH:3][CH:4]=1, predict the reactants needed to synthesize it. The reactants are: [Br:1][C:2]1[CH:10]=[CH:9][C:5]([C:6]([OH:8])=[O:7])=[CH:4][CH:3]=1.[CH2:11](Cl)Cl.S(Cl)(Cl)=O.